From a dataset of Forward reaction prediction with 1.9M reactions from USPTO patents (1976-2016). Predict the product of the given reaction. (1) Given the reactants Cl[CH2:2][C:3]([C:5]1[CH:10]=[CH:9][C:8]([NH:11][C:12](=[O:14])[CH3:13])=[CH:7][C:6]=1[CH:15]([CH3:17])[CH3:16])=[O:4].Cl.[N:19]1([C:25]2[C:29]3[CH:30]=[CH:31][CH:32]=[CH:33][C:28]=3[S:27][N:26]=2)[CH2:24][CH2:23][NH:22][CH2:21][CH2:20]1, predict the reaction product. The product is: [S:27]1[C:28]2[CH:33]=[CH:32][CH:31]=[CH:30][C:29]=2[C:25]([N:19]2[CH2:20][CH2:21][N:22]([CH2:2][C:3]([C:5]3[CH:10]=[CH:9][C:8]([NH:11][C:12](=[O:14])[CH3:13])=[CH:7][C:6]=3[CH:15]([CH3:17])[CH3:16])=[O:4])[CH2:23][CH2:24]2)=[N:26]1. (2) The product is: [CH3:20][C:18]1[O:19][C:15]([C:6]2[C:7]([O:9][CH3:10])=[N:8][C:3]([O:2][CH3:1])=[N:4][CH:5]=2)=[C:16]([CH3:21])[N:17]=1. Given the reactants [CH3:1][O:2][C:3]1[N:8]=[C:7]([O:9][CH3:10])[C:6](B(O)O)=[CH:5][N:4]=1.I[C:15]1[O:19][C:18]([CH3:20])=[N:17][C:16]=1[CH3:21].C([O-])([O-])=O.[Na+].[Na+].C1C=CC(P(C2C=CC=CC=2)C2C=CC=CC=2)=CC=1, predict the reaction product.